From a dataset of Forward reaction prediction with 1.9M reactions from USPTO patents (1976-2016). Predict the product of the given reaction. (1) Given the reactants [CH2:1]=[CH:2][C:3]1[CH:8]=[CH:7][CH:6]=[CH:5][CH:4]=1.[C:9]([O:13]CCCC)(=[O:12])[CH:10]=[CH2:11].C(O)(=O)C=C.C(S)CCCCCCCCCCC.C(Br)(Br)(Br)Br.[OH-].[Na+].[N+]([O-])(O)=O, predict the reaction product. The product is: [CH2:1]=[CH:2][C:3]1[CH:8]=[CH:7][CH:6]=[CH:5][CH:4]=1.[CH2:11]=[CH:10][C:9]([OH:13])=[O:12]. (2) Given the reactants [Cl:1][C:2]1[CH:9]=[CH:8][CH:7]=[CH:6][C:3]=1[CH:4]=O.[CH3:10][O:11][C:12]1[CH:13]=[C:14]([CH2:20][CH2:21][NH2:22])[CH:15]=[CH:16][C:17]=1[O:18][CH3:19], predict the reaction product. The product is: [Cl:1][C:2]1[CH:9]=[CH:8][CH:7]=[CH:6][C:3]=1[CH:4]1[C:15]2[C:14](=[CH:13][C:12]([O:11][CH3:10])=[C:17]([O:18][CH3:19])[CH:16]=2)[CH2:20][CH2:21][NH:22]1. (3) The product is: [F:1][C:2]([F:18])([C:9]([F:16])([F:17])[C:10]([F:14])([F:15])[CH:11]([F:13])[F:12])[CH2:3][C:4]([CH2:20][CH2:21][CH2:22][CH2:23][CH3:24])([C:7]#[N:8])[C:5]#[N:6]. Given the reactants [F:1][C:2]([F:18])([C:9]([F:17])([F:16])[C:10]([F:15])([F:14])[CH:11]([F:13])[F:12])[CH2:3][CH:4]([C:7]#[N:8])[C:5]#[N:6].I[CH2:20][CH2:21][CH2:22][CH2:23][CH3:24].C(=O)([O-])[O-].[K+].[K+].Cl, predict the reaction product. (4) Given the reactants [CH2:1]([O:3][C:4]([C:6]1[N:7]([CH3:15])[N:8]=[C:9]([C:11]([CH3:14])([CH3:13])[CH3:12])[CH:10]=1)=[O:5])[CH3:2].S(Cl)([Cl:19])(=O)=O, predict the reaction product. The product is: [CH2:1]([O:3][C:4]([C:6]1[N:7]([CH3:15])[N:8]=[C:9]([C:11]([CH3:14])([CH3:13])[CH3:12])[C:10]=1[Cl:19])=[O:5])[CH3:2].